The task is: Predict which catalyst facilitates the given reaction.. This data is from Catalyst prediction with 721,799 reactions and 888 catalyst types from USPTO. (1) Reactant: [F:1][C:2]1[CH:3]=[C:4]([CH:8]([OH:26])[CH:9]([CH2:15][C:16]2[CH:21]=[CH:20][C:19]([C:22]([F:25])([F:24])[F:23])=[CH:18][CH:17]=2)[C:10]([O:12]CC)=[O:11])[CH:5]=[CH:6][CH:7]=1.[OH-].[Na+].Cl. Product: [F:1][C:2]1[CH:3]=[C:4]([CH:8]([OH:26])[CH:9]([CH2:15][C:16]2[CH:17]=[CH:18][C:19]([C:22]([F:24])([F:25])[F:23])=[CH:20][CH:21]=2)[C:10]([OH:12])=[O:11])[CH:5]=[CH:6][CH:7]=1. The catalyst class is: 5. (2) Reactant: O[CH2:2][CH2:3][CH2:4][CH2:5][CH2:6][C:7]([O:9][CH2:10][CH3:11])=[O:8].C(N(CC)CC)C.[CH3:19][S:20](Cl)(=[O:22])=[O:21]. Product: [CH3:19][S:20]([CH2:2][CH2:3][CH2:4][CH2:5][CH2:6][C:7]([O:9][CH2:10][CH3:11])=[O:8])(=[O:22])=[O:21]. The catalyst class is: 4. (3) Reactant: Cl.[CH3:2][O:3][C:4](=[O:7])[CH2:5][NH2:6].C1C=CC2N(O)N=NC=2C=1.CCN=C=NCCCN(C)C.CCN(CC)CC.[CH2:36]([C:38]([C:58]1[CH:59]=[C:60]2[C:65](=[CH:66][CH:67]=1)[CH:64]=[C:63]([C:68](O)=[O:69])[CH:62]=[CH:61]2)([C:41]1[CH:46]=[CH:45][C:44]([O:47][CH:48]([CH2:55][CH3:56])[CH:49]([OH:54])[C:50]([CH3:53])([CH3:52])[CH3:51])=[C:43]([CH3:57])[CH:42]=1)[CH2:39][CH3:40])[CH3:37]. Product: [CH3:2][O:3][C:4](=[O:7])[CH2:5][NH:6][C:68]([C:63]1[CH:62]=[CH:61][C:60]2[C:65](=[CH:66][CH:67]=[C:58]([C:38]([CH2:36][CH3:37])([C:41]3[CH:46]=[CH:45][C:44]([O:47][CH:48]([CH2:55][CH3:56])[CH:49]([OH:54])[C:50]([CH3:51])([CH3:52])[CH3:53])=[C:43]([CH3:57])[CH:42]=3)[CH2:39][CH3:40])[CH:59]=2)[CH:64]=1)=[O:69]. The catalyst class is: 2. (4) Reactant: [CH3:1][N:2]1[C:10]2[C:5](=[CH:6][C:7]([C:11]#[N:12])=[CH:8][CH:9]=2)[CH:4]=[CH:3]1. Product: [CH3:1][N:2]1[C:10]2[C:5](=[CH:6][C:7]([CH2:11][NH2:12])=[CH:8][CH:9]=2)[CH:4]=[CH:3]1. The catalyst class is: 834. (5) Reactant: [CH3:1][O:2][N:3]=[C:4]1[C:12]2[C:7](=[CH:8][C:9](Br)=[CH:10][CH:11]=2)[CH2:6][CH2:5]1.C([Li])CCC.CN(C)[CH:21]=[O:22]. Product: [CH3:1][O:2][N:3]=[C:4]1[C:12]2[C:7](=[CH:8][C:9]([CH:21]=[O:22])=[CH:10][CH:11]=2)[CH2:6][CH2:5]1. The catalyst class is: 7. (6) Reactant: C[O:2][C:3]([C:5]1[CH:10]=[CH:9][C:8]([C:11]2[C:16]([CH3:17])=[CH:15][CH:14]=[CH:13][C:12]=2[CH3:18])=[C:7]([CH3:19])[CH:6]=1)=[O:4].[OH-].[Na+].Cl. Product: [CH3:19][C:7]1[CH:6]=[C:5]([C:3]([OH:4])=[O:2])[CH:10]=[CH:9][C:8]=1[C:11]1[C:16]([CH3:17])=[CH:15][CH:14]=[CH:13][C:12]=1[CH3:18]. The catalyst class is: 7. (7) Reactant: CS(O[CH2:6][CH2:7][C:8]1[CH:9]=[CH:10][C:11]2[NH:17][C:16]3[CH:18]=[C:19]([Cl:22])[CH:20]=[CH:21][C:15]=3[C:14](=[O:23])[NH:13][C:12]=2[CH:24]=1)(=O)=O.[NH:25]1[CH2:30][CH2:29][O:28][CH2:27][CH2:26]1. Product: [Cl:22][C:19]1[CH:20]=[CH:21][C:15]2[C:14](=[O:23])[NH:13][C:12]3[CH:24]=[C:8]([CH2:7][CH2:6][N:25]4[CH2:30][CH2:29][O:28][CH2:27][CH2:26]4)[CH:9]=[CH:10][C:11]=3[NH:17][C:16]=2[CH:18]=1. The catalyst class is: 39. (8) Reactant: [C:1]([O:5][C:6]([NH:8][CH2:9][C:10]([OH:12])=O)=[O:7])([CH3:4])([CH3:3])[CH3:2].[OH:13]N1C2C=CC=CC=2N=N1.C(N=C=N[CH2:28][CH2:29][CH2:30][N:31]([CH3:33])C)C.C([N:36]([CH2:39]C)CC)C. Product: [C:1]([O:5][C:6](=[O:7])[NH:8][CH2:9][C:10]([N:31]1[CH2:30][CH2:29][CH2:28][CH:33]1[C:39](=[O:13])[NH2:36])=[O:12])([CH3:2])([CH3:3])[CH3:4]. The catalyst class is: 9.